From a dataset of Forward reaction prediction with 1.9M reactions from USPTO patents (1976-2016). Predict the product of the given reaction. Given the reactants C([BH3-])#N.[Na+].[ClH:5].[C:6]([C:8]1[C:9]([NH:37][C:38]([C:40]2[O:41][CH:42]=[CH:43][CH:44]=2)=[O:39])=[N:10][C:11]([C:29]2[CH:34]=[CH:33][C:32]([F:35])=[CH:31][C:30]=2[OH:36])=[CH:12][C:13]=1[C:14]1[CH:19]=[CH:18][CH:17]=[C:16]([NH:20][C:21](=[O:28])[CH2:22][C@@H:23]2[CH2:27][CH2:26][CH2:25][NH:24]2)[CH:15]=1)#[N:7].[CH:45](=O)[CH3:46].[CH2:48](N(CC)CC)C, predict the reaction product. The product is: [ClH:5].[C:6]([C:8]1[C:9]([NH:37][C:38]([C:40]2[O:41][CH:42]=[CH:43][CH:44]=2)=[O:39])=[N:10][C:11]([C:29]2[CH:34]=[CH:33][C:32]([F:35])=[CH:31][C:30]=2[OH:36])=[CH:12][C:13]=1[C:14]1[CH:19]=[CH:18][CH:17]=[C:16]([NH:20][C:21](=[O:28])[CH2:22][CH:23]2[CH2:27][CH2:26][CH2:25][CH2:48][N:24]2[CH2:45][CH3:46])[CH:15]=1)#[N:7].